Predict which catalyst facilitates the given reaction. From a dataset of Catalyst prediction with 721,799 reactions and 888 catalyst types from USPTO. (1) Reactant: [OH:1][CH2:2][CH2:3][NH:4][S:5]([C:8]1[CH:13]=[CH:12][C:11]([O:14][CH2:15][CH2:16][CH2:17][CH3:18])=[CH:10][CH:9]=1)(=[O:7])=[O:6].C(=O)([O-])[O-].[K+].[K+].[CH2:25](Br)[C:26]1[CH:31]=[CH:30][CH:29]=[CH:28][CH:27]=1.C(OCC)(=O)C. Product: [OH:1][CH2:2][CH2:3][N:4]([CH2:25][C:26]1[CH:31]=[CH:30][CH:29]=[CH:28][CH:27]=1)[S:5]([C:8]1[CH:13]=[CH:12][C:11]([O:14][CH2:15][CH2:16][CH2:17][CH3:18])=[CH:10][CH:9]=1)(=[O:7])=[O:6]. The catalyst class is: 18. (2) Product: [CH2:77]([O:76][C:73]1[CH:72]=[CH:71][C:70]([C:69]([NH:68][CH2:67][CH2:66][NH:65][C:13]([C:3]2[C:2]([CH3:1])=[CH:6][N:5]([C:7]3[CH:8]=[CH:9][CH:10]=[CH:11][CH:12]=3)[N:4]=2)=[O:15])=[O:79])=[CH:75][CH:74]=1)[CH3:78]. Reactant: [CH3:1][C:2]1[C:3]([C:13]([OH:15])=O)=[N:4][N:5]([C:7]2[CH:12]=[CH:11][CH:10]=[CH:9][CH:8]=2)[CH:6]=1.CC1C=NN(C2C=CC=CC=2)C=1C(O)=O.CN(C(ON1N=NC2C=CC=NC1=2)=[N+](C)C)C.F[P-](F)(F)(F)(F)F.CCN(C(C)C)C(C)C.Cl.[NH2:65][CH2:66][CH2:67][NH:68][C:69](=[O:79])[C:70]1[CH:75]=[CH:74][C:73]([O:76][CH2:77][CH3:78])=[CH:72][CH:71]=1. The catalyst class is: 1. (3) Reactant: [Br:1][C:2]1[CH:10]=[CH:9][C:5]([C:6]([OH:8])=[O:7])=[C:4](F)[CH:3]=1.[CH:12]([NH2:15])([CH3:14])[CH3:13].Cl. Product: [Br:1][C:2]1[CH:10]=[CH:9][C:5]([C:6]([OH:8])=[O:7])=[C:4]([NH:15][CH:12]([CH3:14])[CH3:13])[CH:3]=1. The catalyst class is: 17. (4) Reactant: [NH2:1][C:2]1[C:10]([Cl:11])=[CH:9][C:5]([C:6]([OH:8])=O)=[C:4]([O:12][CH3:13])[CH:3]=1.[Cl:14][C:15]1[CH:21]=[CH:20][C:18]([NH2:19])=[CH:17][CH:16]=1.C1CCC(N=C=NC2CCCCC2)CC1. Product: [NH2:1][C:2]1[C:10]([Cl:11])=[CH:9][C:5]([C:6]([NH:19][C:18]2[CH:20]=[CH:21][C:15]([Cl:14])=[CH:16][CH:17]=2)=[O:8])=[C:4]([O:12][CH3:13])[CH:3]=1. The catalyst class is: 840.